From a dataset of Merck oncology drug combination screen with 23,052 pairs across 39 cell lines. Regression. Given two drug SMILES strings and cell line genomic features, predict the synergy score measuring deviation from expected non-interaction effect. (1) Drug 1: CCC1(O)CC2CN(CCc3c([nH]c4ccccc34)C(C(=O)OC)(c3cc4c(cc3OC)N(C)C3C(O)(C(=O)OC)C(OC(C)=O)C5(CC)C=CCN6CCC43C65)C2)C1. Drug 2: Cn1cc(-c2cnn3c(N)c(Br)c(C4CCCNC4)nc23)cn1. Cell line: LNCAP. Synergy scores: synergy=11.3. (2) Drug 2: CCc1c2c(nc3ccc(O)cc13)-c1cc3c(c(=O)n1C2)COC(=O)C3(O)CC. Drug 1: CC(C)CC(NC(=O)C(Cc1ccccc1)NC(=O)c1cnccn1)B(O)O. Synergy scores: synergy=5.31. Cell line: DLD1. (3) Drug 1: COC12C(COC(N)=O)C3=C(C(=O)C(C)=C(N)C3=O)N1CC1NC12. Drug 2: COC1=C2CC(C)CC(OC)C(O)C(C)C=C(C)C(OC(N)=O)C(OC)C=CC=C(C)C(=O)NC(=CC1=O)C2=O. Cell line: NCIH2122. Synergy scores: synergy=-5.31. (4) Drug 1: O=c1[nH]cc(F)c(=O)[nH]1. Cell line: OCUBM. Drug 2: Cc1nc(Nc2ncc(C(=O)Nc3c(C)cccc3Cl)s2)cc(N2CCN(CCO)CC2)n1. Synergy scores: synergy=-6.04. (5) Drug 2: O=C(O)C1(Cc2cccc(Nc3nccs3)n2)CCC(Oc2cccc(Cl)c2F)CC1. Drug 1: COc1cccc2c1C(=O)c1c(O)c3c(c(O)c1C2=O)CC(O)(C(=O)CO)CC3OC1CC(N)C(O)C(C)O1. Synergy scores: synergy=1.67. Cell line: RPMI7951.